Dataset: NCI-60 drug combinations with 297,098 pairs across 59 cell lines. Task: Regression. Given two drug SMILES strings and cell line genomic features, predict the synergy score measuring deviation from expected non-interaction effect. (1) Synergy scores: CSS=22.7, Synergy_ZIP=11.5, Synergy_Bliss=16.1, Synergy_Loewe=-56.7, Synergy_HSA=0.716. Cell line: CCRF-CEM. Drug 2: CNC(=O)C1=NC=CC(=C1)OC2=CC=C(C=C2)NC(=O)NC3=CC(=C(C=C3)Cl)C(F)(F)F. Drug 1: C1=NC2=C(N=C(N=C2N1C3C(C(C(O3)CO)O)F)Cl)N. (2) Drug 1: C1CCN(CC1)CCOC2=CC=C(C=C2)C(=O)C3=C(SC4=C3C=CC(=C4)O)C5=CC=C(C=C5)O. Drug 2: C1=NC2=C(N1)C(=S)N=CN2. Cell line: 786-0. Synergy scores: CSS=-5.45, Synergy_ZIP=1.40, Synergy_Bliss=-3.34, Synergy_Loewe=-6.79, Synergy_HSA=-6.20. (3) Drug 1: C1CCC(C1)C(CC#N)N2C=C(C=N2)C3=C4C=CNC4=NC=N3. Drug 2: CC(C1=C(C=CC(=C1Cl)F)Cl)OC2=C(N=CC(=C2)C3=CN(N=C3)C4CCNCC4)N. Cell line: MDA-MB-435. Synergy scores: CSS=12.2, Synergy_ZIP=-0.988, Synergy_Bliss=0.785, Synergy_Loewe=-20.6, Synergy_HSA=-5.03. (4) Drug 1: CC1OCC2C(O1)C(C(C(O2)OC3C4COC(=O)C4C(C5=CC6=C(C=C35)OCO6)C7=CC(=C(C(=C7)OC)O)OC)O)O. Drug 2: C1C(C(OC1N2C=C(C(=O)NC2=O)F)CO)O. Cell line: SF-295. Synergy scores: CSS=57.9, Synergy_ZIP=-2.62, Synergy_Bliss=-3.08, Synergy_Loewe=1.83, Synergy_HSA=3.84. (5) Drug 1: C1=CC(=C2C(=C1NCCNCCO)C(=O)C3=C(C=CC(=C3C2=O)O)O)NCCNCCO. Drug 2: C1=NC2=C(N=C(N=C2N1C3C(C(C(O3)CO)O)O)F)N. Cell line: 786-0. Synergy scores: CSS=52.7, Synergy_ZIP=2.24, Synergy_Bliss=3.49, Synergy_Loewe=-41.1, Synergy_HSA=2.57. (6) Drug 1: CC1C(C(CC(O1)OC2CC(CC3=C2C(=C4C(=C3O)C(=O)C5=C(C4=O)C(=CC=C5)OC)O)(C(=O)CO)O)N)O.Cl. Drug 2: CCCCC(=O)OCC(=O)C1(CC(C2=C(C1)C(=C3C(=C2O)C(=O)C4=C(C3=O)C=CC=C4OC)O)OC5CC(C(C(O5)C)O)NC(=O)C(F)(F)F)O. Cell line: TK-10. Synergy scores: CSS=61.1, Synergy_ZIP=-0.819, Synergy_Bliss=-1.05, Synergy_Loewe=-1.81, Synergy_HSA=-1.11. (7) Drug 1: CC1=CC2C(CCC3(C2CCC3(C(=O)C)OC(=O)C)C)C4(C1=CC(=O)CC4)C. Drug 2: B(C(CC(C)C)NC(=O)C(CC1=CC=CC=C1)NC(=O)C2=NC=CN=C2)(O)O. Cell line: MDA-MB-231. Synergy scores: CSS=-2.23, Synergy_ZIP=4.14, Synergy_Bliss=4.42, Synergy_Loewe=-3.26, Synergy_HSA=-6.36. (8) Drug 1: CS(=O)(=O)CCNCC1=CC=C(O1)C2=CC3=C(C=C2)N=CN=C3NC4=CC(=C(C=C4)OCC5=CC(=CC=C5)F)Cl. Drug 2: C1=CN(C=N1)CC(O)(P(=O)(O)O)P(=O)(O)O. Cell line: NCI-H460. Synergy scores: CSS=-2.68, Synergy_ZIP=1.96, Synergy_Bliss=2.09, Synergy_Loewe=-3.13, Synergy_HSA=-2.73. (9) Drug 2: C1C(C(OC1N2C=NC3=C(N=C(N=C32)Cl)N)CO)O. Cell line: HS 578T. Synergy scores: CSS=16.3, Synergy_ZIP=-1.92, Synergy_Bliss=2.63, Synergy_Loewe=0.486, Synergy_HSA=0.764. Drug 1: C1=CC(=CC=C1CCC2=CNC3=C2C(=O)NC(=N3)N)C(=O)NC(CCC(=O)O)C(=O)O.